From a dataset of Catalyst prediction with 721,799 reactions and 888 catalyst types from USPTO. Predict which catalyst facilitates the given reaction. (1) Reactant: Cl[CH2:2][CH2:3][CH2:4][C:5]([N:7]([CH3:10])[O:8][CH3:9])=[O:6].C([O-])([O-])=O.[K+].[K+].[NH:17]1[CH2:22][CH2:21][O:20][CH2:19][CH2:18]1. Product: [CH3:10][N:7]([O:8][CH3:9])[C:5](=[O:6])[CH2:4][CH2:3][CH2:2][N:17]1[CH2:22][CH2:21][O:20][CH2:19][CH2:18]1. The catalyst class is: 23. (2) Reactant: [CH3:1][O:2][C:3]1[CH:12]=[C:11]([NH:13][CH2:14][CH2:15]N)[C:10]2[C:5](=[CH:6][CH:7]=[CH:8][CH:9]=2)[N:4]=1.C([N:19](CC)CC)C.[C:24](Cl)(=[O:30])/[CH:25]=[CH:26]/[CH2:27][CH2:28][CH3:29]. Product: [CH3:1][O:2][C:3]1[CH:12]=[C:11]([NH:13][CH2:14][CH2:15][C:25](=[CH:26][CH2:27][CH2:28][CH3:29])[C:24]([NH2:19])=[O:30])[C:10]2[C:5](=[CH:6][CH:7]=[CH:8][CH:9]=2)[N:4]=1. The catalyst class is: 4. (3) Reactant: [Br:1][C:2]1[C:7](=[O:8])[N:6]([CH2:9][C:10]2[CH:15]=[CH:14][C:13]([O:16][CH3:17])=[CH:12][CH:11]=2)[N:5]=[C:4]([C:18](OC)=[O:19])[CH:3]=1.[BH4-].[Na+].[Cl-].[Cl-].[Ca+2].[NH4+].[Cl-]. Product: [Br:1][C:2]1[C:7](=[O:8])[N:6]([CH2:9][C:10]2[CH:15]=[CH:14][C:13]([O:16][CH3:17])=[CH:12][CH:11]=2)[N:5]=[C:4]([CH2:18][OH:19])[CH:3]=1. The catalyst class is: 36. (4) Reactant: [Li]CCCC.N12CCN(CC1)CC2.[Cl:14][C:15]1[CH:20]=[CH:19][CH:18]=[C:17]([Cl:21])[N:16]=1.CON(C)[C:25](=[O:32])[C:26]1[CH:31]=[CH:30][CH:29]=[CH:28][CH:27]=1. Product: [Cl:14][C:15]1[C:20]([C:25]([C:26]2[CH:31]=[CH:30][CH:29]=[CH:28][CH:27]=2)=[O:32])=[CH:19][CH:18]=[C:17]([Cl:21])[N:16]=1. The catalyst class is: 1. (5) Reactant: [Cl:1][C:2]1[C:11]([O:12][CH:13]2[CH2:18][CH2:17][C:16](=O)[CH2:15][CH2:14]2)=[CH:10][CH:9]=[C:8]2[C:3]=1[CH:4]=[CH:5][N:6]=[CH:7]2.C(N(CC)CC)C.[CH:27]1([NH2:33])[CH2:32][CH2:31][CH2:30][CH2:29][CH2:28]1.C(O)(=O)C.C([BH3-])#N.[Na+]. Product: [Cl:1][C:2]1[C:11]([O:12][CH:13]2[CH2:18][CH2:17][CH:16]([NH:33][CH:27]3[CH2:32][CH2:31][CH2:30][CH2:29][CH2:28]3)[CH2:15][CH2:14]2)=[CH:10][CH:9]=[C:8]2[C:3]=1[CH:4]=[CH:5][N:6]=[CH:7]2. The catalyst class is: 5. (6) Reactant: C(NC(C)C)(C)C.C([Li])CCC.CCCCCC.[Li+].CC([N-]C(C)C)C.[Si:27]([O:44][CH2:45][C:46]1[C:51]([N:52]2[CH2:57][C@H:56]([CH3:58])[O:55][C@H:54]([CH3:59])[CH2:53]2)=[C:50]([Cl:60])[C:49]([F:61])=[CH:48][N:47]=1)([C:40]([CH3:43])([CH3:42])[CH3:41])([C:34]1[CH:39]=[CH:38][CH:37]=[CH:36][CH:35]=1)[C:28]1[CH:33]=[CH:32][CH:31]=[CH:30][CH:29]=1.CON(C)[C:65](=[O:72])[C:66]1[CH:71]=[CH:70][CH:69]=[CH:68][N:67]=1. Product: [Si:27]([O:44][CH2:45][C:46]1[N:47]=[C:48]([C:65]([C:66]2[CH:71]=[CH:70][CH:69]=[CH:68][N:67]=2)=[O:72])[C:49]([F:61])=[C:50]([Cl:60])[C:51]=1[N:52]1[CH2:57][C@H:56]([CH3:58])[O:55][C@H:54]([CH3:59])[CH2:53]1)([C:40]([CH3:43])([CH3:41])[CH3:42])([C:34]1[CH:39]=[CH:38][CH:37]=[CH:36][CH:35]=1)[C:28]1[CH:29]=[CH:30][CH:31]=[CH:32][CH:33]=1. The catalyst class is: 1. (7) Reactant: [CH2:1]([O:3][C:4]1[C:8]([CH2:9][CH2:10][CH2:11][OH:12])=[CH:7][N:6]([C:13]2[CH:18]=[CH:17][C:16]([C:19]([F:22])([F:21])[F:20])=[CH:15][N:14]=2)[N:5]=1)[CH3:2].[CH2:23]([O:25][C:26]1[C:27](O)=[C:28]([CH2:32][C:33]([O:35]C)=[O:34])[CH:29]=[CH:30][CH:31]=1)[CH3:24].C(P(CCCC)CCCC)CCC.N(C(N1CCCCC1)=O)=NC(N1CCCCC1)=O. Product: [CH2:23]([O:25][C:26]1[C:27]([O:12][CH2:11][CH2:10][CH2:9][C:8]2[C:4]([O:3][CH2:1][CH3:2])=[N:5][N:6]([C:13]3[CH:18]=[CH:17][C:16]([C:19]([F:21])([F:20])[F:22])=[CH:15][N:14]=3)[CH:7]=2)=[C:28]([CH2:32][C:33]([OH:35])=[O:34])[CH:29]=[CH:30][CH:31]=1)[CH3:24]. The catalyst class is: 7. (8) Reactant: [F:1][C:2]1[CH:7]=[CH:6][C:5]([N:8]2[C:16]3[CH:15]=[CH:14][CH:13]=[C:12]([C:17]([O:19]C)=O)[C:11]=3[CH:10]=[CH:9]2)=[CH:4][CH:3]=1.O.[NH2:22][NH2:23].O. Product: [F:1][C:2]1[CH:7]=[CH:6][C:5]([N:8]2[C:16]3[CH:15]=[CH:14][CH:13]=[C:12]([C:17]([NH:22][NH2:23])=[O:19])[C:11]=3[CH:10]=[CH:9]2)=[CH:4][CH:3]=1. The catalyst class is: 8.